Predict the product of the given reaction. From a dataset of Forward reaction prediction with 1.9M reactions from USPTO patents (1976-2016). (1) Given the reactants Cl.Cl.Cl.[O:4]1[C:8]2[CH:9]=[CH:10][CH:11]=[C:12]([N:13]3[CH2:18][CH2:17][N:16]([CH2:19][CH2:20][C@H:21]4[CH2:26][CH2:25][C@H:24]([NH2:27])[CH2:23][CH2:22]4)[CH2:15][CH2:14]3)[C:7]=2[O:6][CH2:5]1.[OH:28][C:29]1([CH2:35][C:36](O)=[O:37])[CH2:34][CH2:33][CH2:32][CH2:31][CH2:30]1, predict the reaction product. The product is: [O:4]1[C:8]2[CH:9]=[CH:10][CH:11]=[C:12]([N:13]3[CH2:18][CH2:17][N:16]([CH2:19][CH2:20][C@H:21]4[CH2:26][CH2:25][C@H:24]([NH:27][C:36](=[O:37])[CH2:35][C:29]5([OH:28])[CH2:34][CH2:33][CH2:32][CH2:31][CH2:30]5)[CH2:23][CH2:22]4)[CH2:15][CH2:14]3)[C:7]=2[O:6][CH2:5]1. (2) Given the reactants Cl[C:2]1[N:7]=[C:6]([S:8][CH2:9][CH3:10])[C:5]([C:11]([NH:13][CH2:14][C:15]2[CH:20]=[CH:19][C:18]([F:21])=[CH:17][CH:16]=2)=[O:12])=[C:4]([CH3:22])[CH:3]=1.[NH:23]1[CH2:28][CH2:27][O:26][CH2:25][CH2:24]1.CCN(C(C)C)C(C)C, predict the reaction product. The product is: [CH2:9]([S:8][C:6]1[C:5]([C:11]([NH:13][CH2:14][C:15]2[CH:20]=[CH:19][C:18]([F:21])=[CH:17][CH:16]=2)=[O:12])=[C:4]([CH3:22])[CH:3]=[C:2]([N:23]2[CH2:28][CH2:27][O:26][CH2:25][CH2:24]2)[N:7]=1)[CH3:10]. (3) Given the reactants [CH2:1]([N:8]1[CH2:12][CH:11]2[C:13](=O)[N:14]([CH3:17])[C:15](=O)[CH:10]2[CH2:9]1)[C:2]1[CH:7]=[CH:6][CH:5]=[CH:4][CH:3]=1.[H-].[Al+3].[Li+].[H-].[H-].[H-].O.[OH-].[Na+], predict the reaction product. The product is: [CH2:1]([N:8]1[CH2:9][CH:10]2[CH:11]([CH2:13][N:14]([CH3:17])[CH2:15]2)[CH2:12]1)[C:2]1[CH:7]=[CH:6][CH:5]=[CH:4][CH:3]=1. (4) The product is: [NH2:34][C:13]1[N:14]([CH2:17][CH2:18][CH:19]2[CH2:21][CH2:20]2)[C:15](=[O:16])[C:11]2([C:4]3[C:5](=[CH:6][CH:7]=[C:2]([Br:1])[CH:3]=3)[O:8][CH:9]([C:28]3[CH:33]=[CH:32][CH:31]=[CH:30][CH:29]=3)[CH2:10]2)[N:12]=1. Given the reactants [Br:1][C:2]1[CH:3]=[C:4]2[C:11]3([C:15](=[O:16])[N:14]([CH2:17][CH2:18][CH:19]4[CH2:21][CH2:20]4)[C:13](SCCC4CC4)=[N:12]3)[CH2:10][CH:9]([C:28]3[CH:33]=[CH:32][CH:31]=[CH:30][CH:29]=3)[O:8][C:5]2=[CH:6][CH:7]=1.[NH4+:34].[I-].N.CCO, predict the reaction product. (5) Given the reactants [CH3:1][O:2][C:3]1[CH:48]=[CH:47][C:6]([C:7]([N:9](C(=O)C2C=CC(OC)=CC=2)[C:10]2[C:19]([C:20]#[N:21])=[C:18]([NH:22][CH2:23][C:24]3[CH:29]=[CH:28][CH:27]=[CH:26][CH:25]=3)[C:17]3[C:12](=[CH:13][CH:14]=[C:15]([N:30]4[CH2:35][CH2:34][N:33]([CH3:36])[CH2:32][CH2:31]4)[CH:16]=3)[N:11]=2)=[O:8])=[CH:5][CH:4]=1.C(O)(=O)C.C(=O)([O-])O.[Na+], predict the reaction product. The product is: [CH3:1][O:2][C:3]1[CH:4]=[CH:5][C:6]([C:7]([NH:9][C:10]2[C:19]([C:20]#[N:21])=[C:18]([NH:22][CH2:23][C:24]3[CH:29]=[CH:28][CH:27]=[CH:26][CH:25]=3)[C:17]3[C:12](=[CH:13][CH:14]=[C:15]([N:30]4[CH2:35][CH2:34][N:33]([CH3:36])[CH2:32][CH2:31]4)[CH:16]=3)[N:11]=2)=[O:8])=[CH:47][CH:48]=1. (6) Given the reactants [N+](C1C=CC([N:10]([C:14]2[CH:19]=[CH:18][C:17]([C:20]3[CH:25]=[CH:24][CH:23]=[C:22]([CH2:26][N:27]([C:29](=[O:39])[CH2:30][NH:31][C:32]([O:34][C:35]([CH3:38])([CH3:37])[CH3:36])=[O:33])[CH3:28])[CH:21]=3)=[CH:16][CH:15]=2)[C:11](=[O:13])[O-])=CC=1)([O-])=O.C[CH2:41][N:42]([CH:46]([CH3:48])C)[CH:43]([CH3:45])C.C[N:50]1CCNCC1, predict the reaction product. The product is: [CH3:28][N:27]([CH2:26][C:22]1[CH:21]=[C:20]([C:17]2[CH:16]=[CH:15][C:14]([NH:10][C:11]([N:50]3[CH2:45][CH2:43][N:42]([CH3:41])[CH2:46][CH2:48]3)=[O:13])=[CH:19][CH:18]=2)[CH:25]=[CH:24][CH:23]=1)[C:29](=[O:39])[CH2:30][NH:31][C:32](=[O:33])[O:34][C:35]([CH3:37])([CH3:38])[CH3:36]. (7) Given the reactants [NH:1]1[CH:5]=[CH:4][C:3]([NH:6][C:7]2[C:8](=[O:15])[N:9]([CH3:14])[CH:10]=[C:11](Br)[CH:12]=2)=[N:2]1.[C:16]([O:19][CH2:20][C:21]1[C:22]([N:36]2[CH2:47][CH2:46][N:45]3[C:38](=[CH:39][C:40]4[CH2:41][C:42]([CH3:49])([CH3:48])[CH2:43][C:44]=43)[C:37]2=[O:50])=[N:23][CH:24]=[CH:25][C:26]=1B1OC(C)(C)C(C)(C)O1)(=[O:18])[CH3:17].[O-]P([O-])([O-])=O.[K+].[K+].[K+].C([O-])(=O)C.[Na+], predict the reaction product. The product is: [C:16]([O:19][CH2:20][C:21]1[C:22]([N:36]2[CH2:47][CH2:46][N:45]3[C:38](=[CH:39][C:40]4[CH2:41][C:42]([CH3:49])([CH3:48])[CH2:43][C:44]=43)[C:37]2=[O:50])=[N:23][CH:24]=[CH:25][C:26]=1[C:11]1[CH:12]=[C:7]([NH:6][C:3]2[CH:4]=[CH:5][NH:1][N:2]=2)[C:8](=[O:15])[N:9]([CH3:14])[CH:10]=1)(=[O:18])[CH3:17].